This data is from Reaction yield outcomes from USPTO patents with 853,638 reactions. The task is: Predict the reaction yield, written as a fraction of the theoretical maximum amount of product (1.0 means a 100% yield; for example, 0.34 means a 34% yield). (1) The reactants are [C:1]([CH2:3][CH2:4][N:5]1[C:9]2[CH:10]=[CH:11][C:12]([C:14]([OH:16])=O)=[CH:13][C:8]=2[N:7]=[CH:6]1)#[N:2].C1C=CC2N(O)N=NC=2C=1.Cl.CC[N:30]([CH:34]([CH3:36])[CH3:35])[CH:31]([CH3:33])[CH3:32].CCN=C=NCCCN(C)C.Cl.CN([CH:52]=[O:53])C. No catalyst specified. The product is [OH:53][CH:52]1[CH2:35][CH:34]2[N:30]([C:14]([C:12]3[CH:11]=[CH:10][C:9]4[N:5]([CH2:4][CH2:3][C:1]#[N:2])[CH:6]=[N:7][C:8]=4[CH:13]=3)=[O:16])[CH:31]([CH2:32][CH2:36]2)[CH2:33]1. The yield is 0.670. (2) The reactants are [NH2:1][C:2]1[C:10]([Cl:11])=[CH:9][C:5]([C:6]([OH:8])=O)=[C:4]([O:12][CH3:13])[C:3]=1[O:14][CH3:15].C([N:18]1[CH:22]=[CH:21][N:20]=[CH:19]1)([N:18]1[CH:22]=[CH:21][N:20]=[CH:19]1)=O. The catalyst is C(#N)C. The product is [NH2:1][C:2]1[C:10]([Cl:11])=[CH:9][C:5]([C:6]([N:18]2[CH:22]=[CH:21][N:20]=[CH:19]2)=[O:8])=[C:4]([O:12][CH3:13])[C:3]=1[O:14][CH3:15]. The yield is 0.867.